From a dataset of Catalyst prediction with 721,799 reactions and 888 catalyst types from USPTO. Predict which catalyst facilitates the given reaction. (1) Reactant: [CH:1]1([C:4]([N:6]2[CH2:10][CH2:9][C@@H:8]([CH2:11][NH:12][C:13]3[CH:18]=[CH:17][CH:16]=[C:15]([CH3:19])[C:14]=3[N+:20]([O-])=O)[CH2:7]2)=[O:5])[CH2:3][CH2:2]1. Product: [CH:1]1([C:4]([N:6]2[CH2:10][CH2:9][C@@H:8]([CH2:11][NH:12][C:13]3[C:14]([NH2:20])=[C:15]([CH3:19])[CH:16]=[CH:17][CH:18]=3)[CH2:7]2)=[O:5])[CH2:3][CH2:2]1. The catalyst class is: 50. (2) Reactant: [Cl:1][C:2]1[C:6]([C:7]2(Cl)[CH:12]3[CH2:13][CH2:14][N:9]([CH2:10][CH2:11]3)[CH2:8]2)=[N:5][S:4][N:3]=1.C(OCC)(=O)C.C(Cl)Cl.C(=O)([O-])[O-].[K+].[K+]. Product: [Cl:1][C:2]1[C:6]([CH:7]2[CH:12]3[CH2:13][CH2:14][N:9]([CH2:10][CH2:11]3)[CH2:8]2)=[N:5][S:4][N:3]=1. The catalyst class is: 386. (3) Reactant: C([SiH2][O:6][C:7](C)(C)[C:8]1[CH:13]=[C:12]([NH:14][C:15]2[CH:20]=[CH:19][C:18]([O:21][C:22]([F:25])([F:24])[F:23])=[CH:17][CH:16]=2)[N:11]=[C:10]([NH:26][C:27]2[CH:32]=[CH:31][C:30]([N:33]3[CH:37]=[C:36]([CH3:38])[N:35]=[CH:34]3)=[C:29]([O:39][CH3:40])[CH:28]=2)[CH:9]=1)(C)(C)C.[F-].C([N+](CCCC)(CCCC)CCCC)CCC. Product: [CH3:40][O:39][C:29]1[CH:28]=[C:27]([NH:26][C:10]2[CH:9]=[C:8]([CH2:7][OH:6])[CH:13]=[C:12]([NH:14][C:15]3[CH:20]=[CH:19][C:18]([O:21][C:22]([F:24])([F:25])[F:23])=[CH:17][CH:16]=3)[N:11]=2)[CH:32]=[CH:31][C:30]=1[N:33]1[CH:37]=[C:36]([CH3:38])[N:35]=[CH:34]1. The catalyst class is: 7. (4) Reactant: [F:1][C:2]1[CH:7]=[C:6]([C:8]2([CH3:27])[C:13]3=[N:14][S:15](=[O:19])(=[O:18])[CH2:16][CH2:17][N:12]3[CH2:11][CH2:10][N:9]2C(OC(C)(C)C)=O)[CH:5]=[CH:4][C:3]=1[C:28]1[CH:33]=[CH:32][CH:31]=[CH:30][CH:29]=1.[ClH:34].CCOC(C)=O. Product: [ClH:34].[F:1][C:2]1[CH:7]=[C:6]([C:8]2([CH3:27])[C:13]3=[N:14][S:15](=[O:19])(=[O:18])[CH2:16][CH2:17][N:12]3[CH2:11][CH2:10][NH:9]2)[CH:5]=[CH:4][C:3]=1[C:28]1[CH:29]=[CH:30][CH:31]=[CH:32][CH:33]=1. The catalyst class is: 25. (5) Reactant: [Cl:1][CH2:2][C:3]1[CH:4]=[C:5]([CH:13]=[CH:14][CH:15]=1)[C:6]([O:8][C:9]([CH3:12])([CH3:11])[CH3:10])=[O:7].Cl.[NH2:17][CH2:18][C:19]([O:21][C:22]([CH3:25])([CH3:24])[CH3:23])=[O:20].C(N(CC)CC)C.O. Product: [ClH:1].[C:22]([O:21][C:19](=[O:20])[CH2:18][NH:17][CH2:2][C:3]1[CH:4]=[C:5]([CH:13]=[CH:14][CH:15]=1)[C:6]([O:8][C:9]([CH3:12])([CH3:11])[CH3:10])=[O:7])([CH3:25])([CH3:24])[CH3:23]. The catalyst class is: 9.